Task: Predict the reaction yield, written as a fraction of the theoretical maximum amount of product (1.0 means a 100% yield; for example, 0.34 means a 34% yield).. Dataset: Reaction yield outcomes from USPTO patents with 853,638 reactions The reactants are [Cl:1][C:2]1[N:3]=[C:4]([NH:11][C@@H:12]2[CH2:17][CH2:16][C@H:15]([NH:18][C:19](=[O:25])OC(C)(C)C)[CH2:14][CH2:13]2)[C:5]2[CH:10]=[CH:9][S:8][C:6]=2[N:7]=1.Cl.O1CCO[CH2:29][CH2:28]1.C(N(CC)CC)C.C(Cl)(=O)C=C. The product is [Cl:1][C:2]1[N:3]=[C:4]([NH:11][C@@H:12]2[CH2:13][CH2:14][C@H:15]([NH:18][C:19](=[O:25])[CH:28]=[CH2:29])[CH2:16][CH2:17]2)[C:5]2[CH:10]=[CH:9][S:8][C:6]=2[N:7]=1. The yield is 0.915. The catalyst is CO.